Dataset: Reaction yield outcomes from USPTO patents with 853,638 reactions. Task: Predict the reaction yield, written as a fraction of the theoretical maximum amount of product (1.0 means a 100% yield; for example, 0.34 means a 34% yield). (1) The reactants are [C:1]([O:5][C:6](=[O:26])[NH:7][CH2:8][CH2:9][C@H:10]([N:12]1[CH2:17][CH2:16][CH:15]([NH:18][CH2:19][CH:20]2[CH2:25][CH2:24][CH2:23][CH2:22][CH2:21]2)[CH2:14][CH2:13]1)[CH3:11])([CH3:4])([CH3:3])[CH3:2].C1([O:33][C:34](=O)[NH:35][O:36][CH3:37])C=CC=CC=1. The catalyst is C1COCC1. The product is [C:1]([O:5][C:6](=[O:26])[NH:7][CH2:8][CH2:9][C@H:10]([N:12]1[CH2:17][CH2:16][CH:15]([N:18]([CH2:19][CH:20]2[CH2:25][CH2:24][CH2:23][CH2:22][CH2:21]2)[C:34]([NH:35][O:36][CH3:37])=[O:33])[CH2:14][CH2:13]1)[CH3:11])([CH3:2])([CH3:3])[CH3:4]. The yield is 0.500. (2) The reactants are [CH2:1]([N:3]=[C:4]=[O:5])[CH3:2].[NH2:6][C:7]1[S:8][C:9]2[CH:34]=[CH:33][CH:32]=[CH:31][C:10]=2[C:11]=1[C:12]([NH:14][CH2:15][C@H:16]1[CH2:21][CH2:20][C@H:19]([CH2:22][NH:23][C:24](=[O:30])[O:25][C:26]([CH3:29])([CH3:28])[CH3:27])[CH2:18][CH2:17]1)=[O:13]. The catalyst is N1C=CC=CC=1. The product is [CH2:1]([NH:3][C:4]([NH:6][C:7]1[S:8][C:9]2[CH:34]=[CH:33][CH:32]=[CH:31][C:10]=2[C:11]=1[C:12]([NH:14][CH2:15][C@H:16]1[CH2:21][CH2:20][C@H:19]([CH2:22][NH:23][C:24](=[O:30])[O:25][C:26]([CH3:29])([CH3:28])[CH3:27])[CH2:18][CH2:17]1)=[O:13])=[O:5])[CH3:2]. The yield is 0.430. (3) The reactants are [CH3:1][O:2][C:3](=[O:20])[C:4]1[CH:9]=[C:8]([NH2:10])[C:7]([NH2:11])=[C:6]([Cl:12])[C:5]=1[NH:13][C:14]1[CH:19]=[CH:18][CH:17]=[CH:16][CH:15]=1.[C:21](O)(=O)C.C(N)=N. The catalyst is CCO.CCOC(C)=O. The product is [CH3:1][O:2][C:3]([C:4]1[C:5]([NH:13][C:14]2[CH:15]=[CH:16][CH:17]=[CH:18][CH:19]=2)=[C:6]([Cl:12])[C:7]2[N:11]=[CH:21][NH:10][C:8]=2[CH:9]=1)=[O:20]. The yield is 0.990. (4) The reactants are [Cl:1][C:2]1[CH:7]=[CH:6][C:5]([C:8]2([OH:21])[CH2:13][CH2:12][N:11]([C:14]([O:16][C:17]([CH3:20])([CH3:19])[CH3:18])=[O:15])[CH2:10][CH2:9]2)=[C:4]([CH2:22]O)[CH:3]=1.C1(P(C2C=CC=CC=2)C2C=CC=CC=2)C=CC=CC=1.CCOC(/N=N/C(OCC)=O)=O. The catalyst is C1COCC1. The product is [Cl:1][C:2]1[CH:3]=[C:4]2[C:5](=[CH:6][CH:7]=1)[C:8]1([CH2:9][CH2:10][N:11]([C:14]([O:16][C:17]([CH3:18])([CH3:20])[CH3:19])=[O:15])[CH2:12][CH2:13]1)[O:21][CH2:22]2. The yield is 0.970. (5) The reactants are [NH2:1][C:2]1[N:7]=[C:6]([N:8]2[C:12]3[CH:13]=[C:14](Br)[CH:15]=[CH:16][C:11]=3[N:10]=[C:9]2[NH:18][CH2:19][CH2:20][O:21][CH3:22])[CH:5]=[CH:4][N:3]=1.C(N(CC)CC)C.[C:30]([C:32]1([OH:38])[CH2:37][CH2:36][CH2:35][CH2:34][CH2:33]1)#[CH:31]. The catalyst is CS(C)=O.Cl[Pd](Cl)([P](C1C=CC=CC=1)(C1C=CC=CC=1)C1C=CC=CC=1)[P](C1C=CC=CC=1)(C1C=CC=CC=1)C1C=CC=CC=1. The product is [NH2:1][C:2]1[N:7]=[C:6]([N:8]2[C:12]3[CH:13]=[C:14]([C:31]#[C:30][C:32]4([OH:38])[CH2:37][CH2:36][CH2:35][CH2:34][CH2:33]4)[CH:15]=[CH:16][C:11]=3[N:10]=[C:9]2[NH:18][CH2:19][CH2:20][O:21][CH3:22])[CH:5]=[CH:4][N:3]=1. The yield is 0.190. (6) The reactants are [NH2:1][C:2]1[N:3]=[C:4]([Cl:32])[C:5]2=[C:6]([N:8]([CH2:21][C:22]3[C:27]([CH3:28])=[C:26]([O:29][CH3:30])[C:25]([CH3:31])=[CH:24][N:23]=3)[C:9](=[O:20])/[C:10]/2=[CH:11]\[C:12]2[NH:16][CH:15]=[C:14]([C:17]([OH:19])=O)[CH:13]=2)[N:7]=1.[O:33]1[CH2:38][CH2:37][N:36]([CH2:39][CH2:40][NH2:41])[CH2:35][CH2:34]1.F[P-](F)(F)(F)(F)F.N1(O[P+](N(C)C)(N(C)C)N(C)C)C2C=CC=CC=2N=N1.CCN(C(C)C)C(C)C. The catalyst is CN(C=O)C.O. The product is [NH2:1][C:2]1[N:3]=[C:4]([Cl:32])[C:5]2=[C:6]([N:8]([CH2:21][C:22]3[C:27]([CH3:28])=[C:26]([O:29][CH3:30])[C:25]([CH3:31])=[CH:24][N:23]=3)[C:9](=[O:20])/[C:10]/2=[CH:11]\[C:12]2[NH:16][CH:15]=[C:14]([C:17]([NH:41][CH2:40][CH2:39][N:36]3[CH2:37][CH2:38][O:33][CH2:34][CH2:35]3)=[O:19])[CH:13]=2)[N:7]=1. The yield is 0.130. (7) The reactants are [Br:1][C:2]1[CH:7]=[CH:6][C:5]([NH:8][CH2:9][C:10]([O:12][CH3:13])=[O:11])=[CH:4][CH:3]=1.[C:14](Cl)(=[O:23])[CH:15]=[CH:16][C:17]1[CH:22]=[CH:21][CH:20]=[CH:19][CH:18]=1. The catalyst is N1C=CC=CC=1.CN(C)C1C=CN=CC=1. The product is [Br:1][C:2]1[CH:3]=[CH:4][C:5]([N:8]([CH2:9][C:10]([O:12][CH3:13])=[O:11])[C:14](=[O:23])/[CH:15]=[CH:16]/[C:17]2[CH:22]=[CH:21][CH:20]=[CH:19][CH:18]=2)=[CH:6][CH:7]=1. The yield is 0.980.